This data is from Reaction yield outcomes from USPTO patents with 853,638 reactions. The task is: Predict the reaction yield, written as a fraction of the theoretical maximum amount of product (1.0 means a 100% yield; for example, 0.34 means a 34% yield). (1) The reactants are [Cl:1][C:2]1[N:7]=[C:6]([O:8][C:9]2[CH:10]=[C:11]([CH:17]=[C:18]([CH3:20])[CH:19]=2)[CH2:12][O:13]C(=O)C)[C:5]([CH:21]([CH3:23])[CH3:22])=[C:4]([Cl:24])[N:3]=1.[OH-].[Li+]. The catalyst is C1COCC1. The product is [Cl:1][C:2]1[N:7]=[C:6]([O:8][C:9]2[CH:10]=[C:11]([CH2:12][OH:13])[CH:17]=[C:18]([CH3:20])[CH:19]=2)[C:5]([CH:21]([CH3:22])[CH3:23])=[C:4]([Cl:24])[N:3]=1. The yield is 0.660. (2) The catalyst is C1(C)C=CC=CC=1.O.C1C=CC([P]([Pd]([P](C2C=CC=CC=2)(C2C=CC=CC=2)C2C=CC=CC=2)([P](C2C=CC=CC=2)(C2C=CC=CC=2)C2C=CC=CC=2)[P](C2C=CC=CC=2)(C2C=CC=CC=2)C2C=CC=CC=2)(C2C=CC=CC=2)C2C=CC=CC=2)=CC=1. The yield is 0.210. The reactants are I[C:2]1[C:10]2[O:9][C:8]3[C:11]([Si:15]([C:28]4[CH:33]=[CH:32][CH:31]=[CH:30][CH:29]=4)([C:22]4[CH:27]=[CH:26][CH:25]=[CH:24][CH:23]=4)[C:16]4[CH:21]=[CH:20][CH:19]=[CH:18][CH:17]=4)=[CH:12][CH:13]=[CH:14][C:7]=3[C:6]=2[CH:5]=[CH:4][CH:3]=1.[Cl:34][C:35]1[CH:36]=[C:37](B(O)O)[CH:38]=[CH:39][CH:40]=1.C([O-])([O-])=O.[K+].[K+]. The product is [Cl:34][C:35]1[CH:36]=[C:37]([C:2]2[C:10]3[O:9][C:8]4[C:11]([Si:15]([C:28]5[CH:29]=[CH:30][CH:31]=[CH:32][CH:33]=5)([C:22]5[CH:23]=[CH:24][CH:25]=[CH:26][CH:27]=5)[C:16]5[CH:21]=[CH:20][CH:19]=[CH:18][CH:17]=5)=[CH:12][CH:13]=[CH:14][C:7]=4[C:6]=3[CH:5]=[CH:4][CH:3]=2)[CH:38]=[CH:39][CH:40]=1. (3) The reactants are Br[CH2:2][C:3]1[CH:4]=[C:5]([CH:10]=[C:11]([I:13])[CH:12]=1)[C:6]([O:8][CH3:9])=[O:7].[C:14](=O)([O-])[O-:15].[K+].[K+]. The catalyst is CO.O. The product is [CH3:14][O:15][CH2:2][C:3]1[CH:4]=[C:5]([CH:10]=[C:11]([I:13])[CH:12]=1)[C:6]([O:8][CH3:9])=[O:7]. The yield is 0.940. (4) The reactants are N1C=CC=CC=1.[F:7][C:8]([F:20])([F:19])[O:9][C:10]1[CH:18]=[CH:17][C:13]([CH:14]=[N:15][OH:16])=[CH:12][CH:11]=1.[NH2:21][C:22]1[CH:29]=[CH:28][C:25]([CH:26]=[CH2:27])=[CH:24][CH:23]=1.C(N(CC)CC)C. The catalyst is C(Cl)(Cl)Cl. The product is [F:7][C:8]([F:19])([F:20])[O:9][C:10]1[CH:18]=[CH:17][C:13]([C:14]2[CH2:27][CH:26]([C:25]3[CH:28]=[CH:29][C:22]([NH2:21])=[CH:23][CH:24]=3)[O:16][N:15]=2)=[CH:12][CH:11]=1. The yield is 0.610. (5) The reactants are FC(F)(F)S(O[C:7]1[C:8]([CH2:24][C:25]2[CH:30]=[CH:29][CH:28]=[CH:27][CH:26]=2)=[C:9]2[C:14](=[CH:15][CH:16]=1)[N:13]([CH3:17])[C:12](=[O:18])[N:11]([CH2:19][CH2:20][CH2:21][OH:22])[C:10]2=[O:23])(=O)=O.[F:33][C:34]([F:46])([F:45])[O:35][C:36]1[CH:37]=[C:38](B(O)O)[CH:39]=[CH:40][CH:41]=1.C([O-])([O-])=O.[K+].[K+]. The catalyst is O1CCOCC1.C1C=CC([P]([Pd]([P](C2C=CC=CC=2)(C2C=CC=CC=2)C2C=CC=CC=2)([P](C2C=CC=CC=2)(C2C=CC=CC=2)C2C=CC=CC=2)[P](C2C=CC=CC=2)(C2C=CC=CC=2)C2C=CC=CC=2)(C2C=CC=CC=2)C2C=CC=CC=2)=CC=1. The product is [CH2:24]([C:8]1[C:7]([C:38]2[CH:39]=[CH:40][CH:41]=[C:36]([O:35][C:34]([F:33])([F:45])[F:46])[CH:37]=2)=[CH:16][CH:15]=[C:14]2[C:9]=1[C:10](=[O:23])[N:11]([CH2:19][CH2:20][CH2:21][OH:22])[C:12](=[O:18])[N:13]2[CH3:17])[C:25]1[CH:26]=[CH:27][CH:28]=[CH:29][CH:30]=1. The yield is 0.731.